Predict the reactants needed to synthesize the given product. From a dataset of Full USPTO retrosynthesis dataset with 1.9M reactions from patents (1976-2016). (1) Given the product [I:1][C:2]1[CH:3]=[N:4][N:5]([CH3:10])[C:6]=1[C:7]([NH2:13])=[O:8], predict the reactants needed to synthesize it. The reactants are: [I:1][C:2]1[CH:3]=[N:4][N:5]([CH3:10])[C:6]=1[C:7](O)=[O:8].C(N1C=CN=C1)([N:13]1C=CN=C1)=O.[Cl-].[NH4+].C(N(CC)CC)C. (2) Given the product [F:23][C:15]1[CH:14]=[C:13]([C@H:2]([NH:1][C:32]([N:46]2[CH2:47][CH2:48][C:43]3[CH:42]=[N:41][C:40]([NH:49][C@@H:50]([CH3:53])[CH2:51][OH:52])=[N:39][C:44]=3[CH2:45]2)=[O:33])[CH2:3][N:4]([CH3:12])[C:5](=[O:11])[O:6][C:7]([CH3:8])([CH3:9])[CH3:10])[CH:18]=[CH:17][C:16]=1[C:19]([F:20])([F:21])[F:22], predict the reactants needed to synthesize it. The reactants are: [NH2:1][C@@H:2]([C:13]1[CH:18]=[CH:17][C:16]([C:19]([F:22])([F:21])[F:20])=[C:15]([F:23])[CH:14]=1)[CH2:3][N:4]([CH3:12])[C:5](=[O:11])[O:6][C:7]([CH3:10])([CH3:9])[CH3:8].C(Cl)Cl.C1N=CN([C:32](N2C=NC=C2)=[O:33])C=1.[N:39]1[C:44]2[CH2:45][NH:46][CH2:47][CH2:48][C:43]=2[CH:42]=[N:41][C:40]=1[NH:49][C@@H:50]([CH3:53])[CH2:51][OH:52]. (3) Given the product [NH2:1][C:2]1[N:10]=[CH:9][N:8]=[C:7]2[C:3]=1[N:4]=[CH:5][N:6]2[C@H:11]1[C@@H:15]2[O:16][C:17]([CH3:19])([CH3:20])[O:18][C@@H:14]2[C@@H:13]([CH2:21][N:22]([CH:27]2[CH2:30][CH2:29][CH2:28]2)[CH2:23][CH2:24][CH2:25][NH:26][C:42]([NH:41][C:38]2[CH:39]=[CH:40][C:35]([C:31]([CH3:34])([CH3:33])[CH3:32])=[CH:36][CH:37]=2)=[O:43])[O:12]1, predict the reactants needed to synthesize it. The reactants are: [NH2:1][C:2]1[N:10]=[CH:9][N:8]=[C:7]2[C:3]=1[N:4]=[CH:5][N:6]2[C@H:11]1[C@@H:15]2[O:16][C:17]([CH3:20])([CH3:19])[O:18][C@@H:14]2[C@@H:13]([CH2:21][N:22]([CH:27]2[CH2:30][CH2:29][CH2:28]2)[CH2:23][CH2:24][CH2:25][NH2:26])[O:12]1.[C:31]([C:35]1[CH:40]=[CH:39][C:38]([N:41]=[C:42]=[O:43])=[CH:37][CH:36]=1)([CH3:34])([CH3:33])[CH3:32]. (4) Given the product [CH2:1]([O:8][C:9]([N:11]1[C@H:15]([C:16](=[O:17])[NH:58][C:59]2[S:60][CH:61]=[C:62]([C:64]3[CH:65]=[CH:66][C:67]([C:68](=[O:69])[NH:70][CH:71]4[CH2:73][CH2:72]4)=[CH:74][CH:75]=3)[N:63]=2)[CH2:14][S:13][C@@H:12]1[C:19]1[CH:20]=[N:21][CH:22]=[CH:23][CH:24]=1)=[O:10])[C:2]1[CH:7]=[CH:6][CH:5]=[CH:4][CH:3]=1, predict the reactants needed to synthesize it. The reactants are: [CH2:1]([O:8][C:9]([N:11]1[C@H:15]([C:16](O)=[O:17])[CH2:14][S:13][C@@H:12]1[C:19]1[CH:20]=[N:21][CH:22]=[CH:23][CH:24]=1)=[O:10])[C:2]1[CH:7]=[CH:6][CH:5]=[CH:4][CH:3]=1.CCN(C(C)C)C(C)C.CN(C(ON1N=NC2C=CC=NC1=2)=[N+](C)C)C.F[P-](F)(F)(F)(F)F.[NH2:58][C:59]1[S:60][CH:61]=[C:62]([C:64]2[CH:75]=[CH:74][C:67]([C:68]([NH:70][CH:71]3[CH2:73][CH2:72]3)=[O:69])=[CH:66][CH:65]=2)[N:63]=1. (5) Given the product [Cl:1][C:2]1[CH:3]=[C:4]([C:12]2[O:16][N:15]=[C:14]([C:17]3[CH:25]=[C:24]4[C:20]([C:21]([CH2:26][CH2:27][C:28]([OH:30])=[O:29])=[CH:22][NH:23]4)=[CH:19][C:18]=3[F:33])[N:13]=2)[CH:5]=[N:6][C:7]=1[O:8][CH:9]([CH3:11])[CH3:10], predict the reactants needed to synthesize it. The reactants are: [Cl:1][C:2]1[CH:3]=[C:4]([C:12]2[O:16][N:15]=[C:14]([C:17]3[CH:25]=[C:24]4[C:20]([C:21]([CH2:26][CH2:27][C:28]([O:30]CC)=[O:29])=[CH:22][NH:23]4)=[CH:19][C:18]=3[F:33])[N:13]=2)[CH:5]=[N:6][C:7]=1[O:8][CH:9]([CH3:11])[CH3:10].[OH-].[Na+].Cl. (6) Given the product [NH2:18][C:17]1[CH:16]=[CH:15][C:5]([CH2:6][P:7](=[O:14])([O:11][CH2:12][CH3:13])[O:8][CH2:9][CH3:10])=[CH:4][C:3]=1[O:2][CH3:1], predict the reactants needed to synthesize it. The reactants are: [CH3:1][O:2][C:3]1[CH:4]=[C:5]([CH:15]=[CH:16][C:17]=1[N+:18]([O-])=O)[CH2:6][P:7](=[O:14])([O:11][CH2:12][CH3:13])[O:8][CH2:9][CH3:10].